This data is from Forward reaction prediction with 1.9M reactions from USPTO patents (1976-2016). The task is: Predict the product of the given reaction. (1) Given the reactants [C:1]([O:9]C)(=O)[C:2]1[CH:7]=[CH:6][CH:5]=[CH:4][CH:3]=1.[NH2:11][CH2:12][CH2:13][OH:14], predict the reaction product. The product is: [OH:14][CH2:13][CH2:12][NH:11][C:1](=[O:9])[C:2]1[CH:3]=[CH:4][CH:5]=[CH:6][CH:7]=1. (2) Given the reactants Cl.[NH2:2][C@H:3]1[CH2:8][CH2:7][N:6]([CH2:9][C@@H:10]([C:12]2[C:13]([CH3:22])=[C:14]3[C:18](=[CH:19][CH:20]=2)[C:17](=[O:21])[O:16][CH2:15]3)[OH:11])[CH2:5][C@H:4]1[F:23].[C:24]([C:26]1[CH:27]=[CH:28][C:29]([C:32](O)=[O:33])=[N:30][CH:31]=1)#[N:25].CN(C(ON1N=NC2C=CC=CC1=2)=[N+](C)C)C.[B-](F)(F)(F)F.C(N(CC)CC)C, predict the reaction product. The product is: [C:24]([C:26]1[CH:27]=[CH:28][C:29]([C:32]([NH:2][C@H:3]2[CH2:8][CH2:7][N:6]([CH2:9][C@H:10]([OH:11])[C:12]3[C:13]([CH3:22])=[C:14]4[C:18](=[CH:19][CH:20]=3)[C:17](=[O:21])[O:16][CH2:15]4)[CH2:5][C@H:4]2[F:23])=[O:33])=[N:30][CH:31]=1)#[N:25]. (3) The product is: [F:1][C:2]1[CH:10]=[C:9]2[C:5]([C:6]([CH3:32])=[CH:7][N:8]2[S:11]([C:14]2[C:23]3[C:18](=[CH:19][CH:20]=[CH:21][CH:22]=3)[C:17]([O:24][CH3:25])=[C:16]([N:26]3[CH2:27][CH2:28][N:29]([CH3:33])[CH2:30][CH2:31]3)[CH:15]=2)(=[O:13])=[O:12])=[CH:4][CH:3]=1. Given the reactants [F:1][C:2]1[CH:10]=[C:9]2[C:5]([C:6]([CH3:32])=[CH:7][N:8]2[S:11]([C:14]2[C:23]3[C:18](=[CH:19][CH:20]=[CH:21][CH:22]=3)[C:17]([O:24][CH3:25])=[C:16]([N:26]3[CH2:31][CH2:30][NH:29][CH2:28][CH2:27]3)[CH:15]=2)(=[O:13])=[O:12])=[CH:4][CH:3]=1.[C:33]([BH3-])#N.[Na+].C=O, predict the reaction product. (4) Given the reactants Br[C:2]1[CH:3]=[CH:4][C:5]2[N:6]([C:8]([C:18]([NH:20][CH3:21])=[O:19])=[C:9]([C:11]3[CH:16]=[CH:15][C:14]([F:17])=[CH:13][CH:12]=3)[N:10]=2)[CH:7]=1.B([C:25]1[CH:26]=[C:27]([CH:31]=[CH:32][CH:33]=1)[C:28]([OH:30])=[O:29])(O)O.C([O-])([O-])=O.[Cs+].[Cs+].Cl, predict the reaction product. The product is: [F:17][C:14]1[CH:15]=[CH:16][C:11]([C:9]2[N:10]=[C:5]3[CH:4]=[CH:3][C:2]([C:25]4[CH:26]=[C:27]([CH:31]=[CH:32][CH:33]=4)[C:28]([OH:30])=[O:29])=[CH:7][N:6]3[C:8]=2[C:18](=[O:19])[NH:20][CH3:21])=[CH:12][CH:13]=1.